This data is from Forward reaction prediction with 1.9M reactions from USPTO patents (1976-2016). The task is: Predict the product of the given reaction. (1) The product is: [Cl:1][C:2]1[CH:10]=[CH:9][C:8]2[N:7](/[CH:11]=[C:12](/[CH:21]3[CH2:22][CH2:23]3)\[C:14]3[CH:19]=[CH:18][C:17]([F:20])=[CH:16][CH:15]=3)[C:6]3[CH2:24][CH2:25][N:26]([CH3:28])[CH2:27][C:5]=3[C:4]=2[CH:3]=1. Given the reactants [Cl:1][C:2]1[CH:10]=[CH:9][C:8]2[N:7]([CH2:11][C:12]([CH:21]3[CH2:23][CH2:22]3)([C:14]3[CH:19]=[CH:18][C:17]([F:20])=[CH:16][CH:15]=3)O)[C:6]3[CH2:24][CH2:25][N:26]([CH3:28])[CH2:27][C:5]=3[C:4]=2[CH:3]=1.S(=O)(=O)(O)O.[OH-].[K+], predict the reaction product. (2) Given the reactants BrC[CH2:3][C:4]1[CH:13]=[CH:12][C:11]([Cl:14])=[CH:10][C:5]=1[C:6]([O:8][CH3:9])=[O:7].[F:15][C:16]1[C:21]([F:22])=[CH:20][CH:19]=[CH:18][C:17]=1[OH:23], predict the reaction product. The product is: [Cl:14][C:11]1[CH:12]=[CH:13][C:4]([CH2:3][O:23][C:17]2[CH:18]=[CH:19][CH:20]=[C:21]([F:22])[C:16]=2[F:15])=[C:5]([CH:10]=1)[C:6]([O:8][CH3:9])=[O:7]. (3) Given the reactants [NH2:1][C:2]1[CH:7]=[CH:6][CH:5]=[CH:4][C:3]=1[NH:8][C:9](=[O:32])[C:10]1[CH:15]=[CH:14][C:13]([C:16]2[C:21]([CH3:22])=[CH:20][C:19]([CH2:23][N:24]3[CH2:29][CH2:28]N(CC)C[CH2:25]3)=[CH:18][N:17]=2)=[CH:12][CH:11]=1.N1CCC1.C(O)(=O)C.C(O[BH-](OC(=O)C)OC(=O)C)(=O)C.[Na+], predict the reaction product. The product is: [NH2:1][C:2]1[CH:7]=[CH:6][CH:5]=[CH:4][C:3]=1[NH:8][C:9](=[O:32])[C:10]1[CH:11]=[CH:12][C:13]([C:16]2[C:21]([CH3:22])=[CH:20][C:19]([CH2:23][N:24]3[CH2:25][CH2:28][CH2:29]3)=[CH:18][N:17]=2)=[CH:14][CH:15]=1.